From a dataset of Forward reaction prediction with 1.9M reactions from USPTO patents (1976-2016). Predict the product of the given reaction. (1) Given the reactants C([C@@H]1CC[C@@H](C)C[C@H]1[O:11][C:12]([C@@H:14]1[CH2:27][C:26]2[CH:25]=[C:24]3[C:19]([O:20][C@@H:21]([C:30]4[CH:35]=[CH:34][C:33]([O:36]CC5C=CC(Cl)=C(Cl)C=5)=[CH:32][CH:31]=4)[C:22](=[O:29])[N:23]3[CH3:28])=[CH:18][C:17]=2[CH2:16][N:15]1[C@H:46]([C:49]1[CH:54]=[CH:53][CH:52]=[CH:51][CH:50]=1)[CH2:47][CH3:48])=[O:13])(C)C.B(Cl)(Cl)Cl, predict the reaction product. The product is: [OH:36][C:33]1[CH:34]=[CH:35][C:30]([C@@H:21]2[O:20][C:19]3[C:24](=[CH:25][C:26]4[CH2:27][C@@H:14]([C:12]([OH:13])=[O:11])[N:15]([C@H:46]([C:49]5[CH:50]=[CH:51][CH:52]=[CH:53][CH:54]=5)[CH2:47][CH3:48])[CH2:16][C:17]=4[CH:18]=3)[N:23]([CH3:28])[C:22]2=[O:29])=[CH:31][CH:32]=1. (2) Given the reactants [F:1][C:2]1[CH:8]=[CH:7][C:5]([NH2:6])=[C:4]([O:9][CH3:10])[CH:3]=1.C(N(CC)CC)C.[C:18](Cl)(=[O:20])[CH3:19], predict the reaction product. The product is: [F:1][C:2]1[CH:8]=[CH:7][C:5]([NH:6][C:18](=[O:20])[CH3:19])=[C:4]([O:9][CH3:10])[CH:3]=1. (3) Given the reactants [CH:1]1([N:5]2[CH2:11][CH2:10][C:9]3[S:12][C:13]([C:15]4[CH:16]=[CH:17][C:18]([C:21]([OH:23])=O)=[N:19][CH:20]=4)=[N:14][C:8]=3[CH2:7][CH2:6]2)[CH2:4][CH2:3][CH2:2]1.O[NH:25]/[C:26](=[N:28]\[H])/[CH3:27], predict the reaction product. The product is: [CH:1]1([N:5]2[CH2:11][CH2:10][C:9]3[S:12][C:13]([C:15]4[CH:20]=[N:19][C:18]([C:21]5[O:23][N:28]=[C:26]([CH3:27])[N:25]=5)=[CH:17][CH:16]=4)=[N:14][C:8]=3[CH2:7][CH2:6]2)[CH2:4][CH2:3][CH2:2]1. (4) Given the reactants [NH2:1][C:2]1[CH:3]=[C:4]2[C:8](=[CH:9][CH:10]=1)[N:7]([CH2:11][C:12]1[CH:17]=[CH:16][CH:15]=[CH:14][CH:13]=1)[C:6]([C:18]([O:20]CC)=[O:19])=[C:5]2[C:23]1[CH:28]=[CH:27][CH:26]=[CH:25][CH:24]=1.[C:29]([C:33]1[CH:38]=[CH:37][C:36]([S:39](Cl)(=[O:41])=[O:40])=[CH:35][CH:34]=1)([CH3:32])([CH3:31])[CH3:30], predict the reaction product. The product is: [CH2:11]([N:7]1[C:8]2[C:4](=[CH:3][C:2]([NH:1][S:39]([C:36]3[CH:37]=[CH:38][C:33]([C:29]([CH3:32])([CH3:31])[CH3:30])=[CH:34][CH:35]=3)(=[O:41])=[O:40])=[CH:10][CH:9]=2)[C:5]([C:23]2[CH:28]=[CH:27][CH:26]=[CH:25][CH:24]=2)=[C:6]1[C:18]([OH:20])=[O:19])[C:12]1[CH:13]=[CH:14][CH:15]=[CH:16][CH:17]=1. (5) Given the reactants [C:1]([O:5][C:6]([N:8]1[CH2:13][CH2:12][C:11]([CH3:17])([C:14]([OH:16])=O)[CH2:10][CH2:9]1)=[O:7])([CH3:4])([CH3:3])[CH3:2].C(N(CC)CC)C.CN(C(F)=[N+](C)C)C.F[P-](F)(F)(F)(F)F.Cl.[CH2:41]1[C:50]2[C:45](=[CH:46][C:47]([C:51]([O:53][CH3:54])=[O:52])=[CH:48][CH:49]=2)[CH2:44][CH2:43][NH:42]1, predict the reaction product. The product is: [C:1]([O:5][C:6]([N:8]1[CH2:9][CH2:10][C:11]([C:14]([N:42]2[CH2:43][CH2:44][C:45]3[C:50](=[CH:49][CH:48]=[C:47]([C:51]([O:53][CH3:54])=[O:52])[CH:46]=3)[CH2:41]2)=[O:16])([CH3:17])[CH2:12][CH2:13]1)=[O:7])([CH3:2])([CH3:3])[CH3:4]. (6) Given the reactants Cl[C:2]1[CH:11]=[N:10][C:9]2[C:4](=[CH:5][C:6]([O:12][CH3:13])=[CH:7][CH:8]=2)[N:3]=1.Br[CH2:15][CH:16]([OH:21])[C:17]([F:20])([F:19])[F:18].C(O[C:27](=[O:35])[NH:28][CH:29]1[CH2:34][CH2:33][NH:32][CH2:31][CH2:30]1)(C)(C)C.[O:36]=[C:37]1[NH:42][C:41]2[CH:43]=[C:44](C(O)=O)[CH:45]=[CH:46][C:40]=2[S:39][CH2:38]1, predict the reaction product. The product is: [F:18][C:17]([F:20])([F:19])[CH:16]([O:21][C:2]1[CH:11]=[N:10][C:9]2[C:4](=[CH:5][C:6]([O:12][CH3:13])=[CH:7][CH:8]=2)[N:3]=1)[CH2:15][N:32]1[CH2:31][CH2:30][CH:29]([NH:28][C:27]([C:44]2[CH:45]=[CH:46][C:40]3[S:39][CH2:38][C:37](=[O:36])[NH:42][C:41]=3[CH:43]=2)=[O:35])[CH2:34][CH2:33]1.